The task is: Predict the reaction yield, written as a fraction of the theoretical maximum amount of product (1.0 means a 100% yield; for example, 0.34 means a 34% yield).. This data is from Reaction yield outcomes from USPTO patents with 853,638 reactions. (1) The reactants are [CH3:1][S:2]([C:4]1[CH:9]=[CH:8][C:7]([N:10]2[CH2:15][CH2:14][N:13]([C:16]3[C:17]([CH3:29])=[C:18]([CH3:28])[C:19]4[O:23][C:22]([CH3:25])([CH3:24])[CH2:21][C:20]=4[C:26]=3[CH3:27])[CH2:12][CH2:11]2)=[CH:6][CH:5]=1)=[O:3].ClC1C=CC=C(C(OO)=[O:38])C=1. No catalyst specified. The product is [CH3:1][S:2]([C:4]1[CH:5]=[CH:6][C:7]([N:10]2[CH2:15][CH2:14][N:13]([C:16]3[C:17]([CH3:29])=[C:18]([CH3:28])[C:19]4[O:23][C:22]([CH3:24])([CH3:25])[CH2:21][C:20]=4[C:26]=3[CH3:27])[CH2:12][CH2:11]2)=[CH:8][CH:9]=1)(=[O:38])=[O:3]. The yield is 0.310. (2) The reactants are [CH:1]1[C:2]([C:10]([O:12][CH3:13])=[O:11])=[CH:3][N:4]2[C:9]=1[CH:8]=[CH:7][CH:6]=[CH:5]2. The yield is 0.810. The catalyst is [Pd].CO. The product is [CH:1]1[C:2]([C:10]([O:12][CH3:13])=[O:11])=[CH:3][N:4]2[C:9]=1[CH2:8][CH2:7][CH2:6][CH2:5]2. (3) The reactants are [Br:1][C:2]1[CH:7]=[CH:6][C:5]([OH:8])=[CH:4][N:3]=1.O[CH2:10][CH:11]1[CH2:16][CH2:15][N:14]([C:17]([O:19][CH:20]([CH3:22])[CH3:21])=[O:18])[CH2:13][CH2:12]1.C1C=CC(P(C2C=CC=CC=2)C2C=CC=CC=2)=CC=1.N(C(OC(C)C)=O)=NC(OC(C)C)=O. The catalyst is C1COCC1. The product is [Br:1][C:2]1[N:3]=[CH:4][C:5]([O:8][CH2:10][CH:11]2[CH2:16][CH2:15][N:14]([C:17]([O:19][CH:20]([CH3:22])[CH3:21])=[O:18])[CH2:13][CH2:12]2)=[CH:6][CH:7]=1. The yield is 0.580. (4) The reactants are [CH3:1][C:2]([OH:6])([C:4]#[CH:5])[CH3:3].C(N(CC)CC)C.Br[C:15]1[CH:36]=[CH:35][C:18]([C:19]([NH:21][S:22]([C:25]2[CH:30]=[CH:29][CH:28]=[CH:27][C:26]=2[S:31](=[O:34])(=[O:33])[NH2:32])(=[O:24])=[O:23])=[O:20])=[CH:17][C:16]=1[O:37][CH:38]([CH3:40])[CH3:39]. The catalyst is CN(C)C=O.C1C=CC([P]([Pd]([P](C2C=CC=CC=2)(C2C=CC=CC=2)C2C=CC=CC=2)([P](C2C=CC=CC=2)(C2C=CC=CC=2)C2C=CC=CC=2)[P](C2C=CC=CC=2)(C2C=CC=CC=2)C2C=CC=CC=2)(C2C=CC=CC=2)C2C=CC=CC=2)=CC=1.[Cu]I. The product is [OH:6][C:2]([CH3:3])([CH3:1])[C:4]#[C:5][C:15]1[CH:36]=[CH:35][C:18]([C:19]([NH:21][S:22]([C:25]2[CH:30]=[CH:29][CH:28]=[CH:27][C:26]=2[S:31](=[O:33])(=[O:34])[NH2:32])(=[O:23])=[O:24])=[O:20])=[CH:17][C:16]=1[O:37][CH:38]([CH3:40])[CH3:39]. The yield is 0.230. (5) The product is [NH2:34][CH2:33][CH2:32][N:6]1[C:7]2[C:12](=[CH:11][C:10]([NH:14][C:15]([C:17]3([C:20]4[CH:30]=[CH:29][C:23]5[O:24][C:25]([F:28])([F:27])[O:26][C:22]=5[CH:21]=4)[CH2:18][CH2:19]3)=[O:16])=[C:9]([F:31])[CH:8]=2)[CH:13]=[C:5]1[C:1]([CH3:4])([CH3:3])[CH3:2]. The yield is 0.820. The catalyst is ClCCl. The reactants are [C:1]([C:5]1[N:6]([CH2:32][CH2:33][NH:34]C(=O)OC(C)(C)C)[C:7]2[C:12]([CH:13]=1)=[CH:11][C:10]([NH:14][C:15]([C:17]1([C:20]3[CH:30]=[CH:29][C:23]4[O:24][C:25]([F:28])([F:27])[O:26][C:22]=4[CH:21]=3)[CH2:19][CH2:18]1)=[O:16])=[C:9]([F:31])[CH:8]=2)([CH3:4])([CH3:3])[CH3:2].FC(F)(F)C(O)=O. (6) The reactants are [Cl:1][C:2]1[CH:3]=[C:4]2[C:8](=[CH:9][CH:10]=1)[NH:7][CH:6]=[C:5]2[CH2:11][CH2:12][NH:13][C:14](=[O:23])[C:15]1[CH:20]=[CH:19][CH:18]=[C:17]([CH2:21]Cl)[CH:16]=1.[Cl:24][C:25]1[CH:30]=[CH:29][CH:28]=[CH:27][C:26]=1B(O)O.C(=O)([O-])[O-].[Na+].[Na+].[I-].[Na+]. The catalyst is C(COC)OC.O.C1C=CC([P]([Pd]([P](C2C=CC=CC=2)(C2C=CC=CC=2)C2C=CC=CC=2)([P](C2C=CC=CC=2)(C2C=CC=CC=2)C2C=CC=CC=2)[P](C2C=CC=CC=2)(C2C=CC=CC=2)C2C=CC=CC=2)(C2C=CC=CC=2)C2C=CC=CC=2)=CC=1. The product is [Cl:1][C:2]1[CH:3]=[C:4]2[C:8](=[CH:9][CH:10]=1)[NH:7][CH:6]=[C:5]2[CH2:11][CH2:12][NH:13][C:14](=[O:23])[C:15]1[CH:20]=[CH:19][CH:18]=[C:17]([CH2:21][C:26]2[CH:27]=[CH:28][CH:29]=[CH:30][C:25]=2[Cl:24])[CH:16]=1. The yield is 0.710. (7) The yield is 0.160. The catalyst is [Ni].CCO. The reactants are [Cl:1][C:2]1[C:3]([N+:16]([O-])=O)=[CH:4][C:5]([N+:13]([O-])=O)=[C:6](/[CH:8]=[CH:9]/N(C)C)[CH:7]=1. The product is [Cl:1][C:2]1[CH:7]=[C:6]2[C:5](=[CH:4][C:3]=1[NH2:16])[NH:13][CH:9]=[CH:8]2. (8) The reactants are [CH2:1]([N:3]([CH2:25][CH3:26])[C:4]([CH:6]1[C:18]2[C:17]3[C:12](=[CH:13][CH:14]=[C:15]([O:19][CH3:20])[CH:16]=3)[NH:11][C:10]=2[C:9]2[CH:21]=[CH:22][CH:23]=[CH:24][C:8]=2[S:7]1)=[O:5])[CH3:2].S(C1C=CC(C)=CC=1)(O[CH2:31][CH2:32][F:33])(=O)=O.[H-].[Na+]. The catalyst is CN(C=O)C. The product is [CH2:25]([N:3]([CH2:1][CH3:2])[C:4]([CH:6]1[C:18]2[C:17]3[C:12](=[CH:13][CH:14]=[C:15]([O:19][CH3:20])[CH:16]=3)[N:11]([CH2:31][CH2:32][F:33])[C:10]=2[C:9]2[CH:21]=[CH:22][CH:23]=[CH:24][C:8]=2[S:7]1)=[O:5])[CH3:26]. The yield is 0.460.